From a dataset of Full USPTO retrosynthesis dataset with 1.9M reactions from patents (1976-2016). Predict the reactants needed to synthesize the given product. (1) Given the product [F:6][C:7]([F:19])([F:20])[C:8]1[CH:9]=[C:10]([NH:11][C:23]([C:25]2([CH2:39][O:40][CH2:41][C:42]3[CH:47]=[CH:46][CH:45]=[CH:44][CH:43]=3)[CH2:29][C:28](=[O:30])[N:27]([C:31]3[C:32]([CH3:38])=[CH:33][CH:34]=[CH:35][C:36]=3[CH3:37])[CH2:26]2)=[O:22])[CH:12]=[C:13]([C:15]([F:16])([F:17])[F:18])[CH:14]=1, predict the reactants needed to synthesize it. The reactants are: [Li]CCCC.[F:6][C:7]([F:20])([F:19])[C:8]1[CH:9]=[C:10]([CH:12]=[C:13]([C:15]([F:18])([F:17])[F:16])[CH:14]=1)[NH2:11].C[O:22][C:23]([C:25]1([CH2:39][O:40][CH2:41][C:42]2[CH:47]=[CH:46][CH:45]=[CH:44][CH:43]=2)[CH2:29][C:28](=[O:30])[N:27]([C:31]2[C:36]([CH3:37])=[CH:35][CH:34]=[CH:33][C:32]=2[CH3:38])[CH2:26]1)=O.CC(O)=O. (2) The reactants are: [CH2:1]=[CH:2][CH2:3][C@@H:4]([NH2:8])[C:5]([OH:7])=[O:6].C(N(CC)CC)C.O.[CH2:17]([O:24][C:25](ON1C(=O)CCC1=O)=[O:26])[C:18]1[CH:23]=[CH:22][CH:21]=[CH:20][CH:19]=1. Given the product [CH2:17]([O:24][C:25]([NH:8][C@H:4]([CH2:3][CH:2]=[CH2:1])[C:5]([OH:7])=[O:6])=[O:26])[C:18]1[CH:23]=[CH:22][CH:21]=[CH:20][CH:19]=1, predict the reactants needed to synthesize it. (3) The reactants are: Cl[C:2]1[N:7]=[C:6](Cl)[N:5]=[C:4](Cl)[N:3]=1.[CH3:10][NH2:11].C1COCC1.[OH-].[Na+].[CH3:19][NH:20][C@@H:21]1[CH2:26][CH2:25][C@H:24]([C:27]([OH:29])=[O:28])[CH2:23][CH2:22]1.[CH3:30][N:31]1[CH2:36][CH2:35][NH:34][CH2:33][CH2:32]1. Given the product [CH3:19][N:20]([C:2]1[N:7]=[C:6]([NH:11][CH3:10])[N:5]=[C:4]([N:34]2[CH2:35][CH2:36][N:31]([CH3:30])[CH2:32][CH2:33]2)[N:3]=1)[C@@H:21]1[CH2:26][CH2:25][C@H:24]([C:27]([OH:29])=[O:28])[CH2:23][CH2:22]1, predict the reactants needed to synthesize it. (4) Given the product [F:1][C:2]1[CH:9]=[CH:8][C:7]([N:10]2[CH:14]=[C:13]([C:15]3([OH:40])[CH2:16][C:17]([CH3:24])([CH3:23])[O:18][C:19]([CH3:21])([CH3:22])[CH2:20]3)[N:12]=[C:11]2[C:25]2[CH:30]=[CH:29][CH:28]=[CH:27][C:26]=2[O:31][CH3:32])=[CH:6][C:3]=1[C:4]#[N:5], predict the reactants needed to synthesize it. The reactants are: [F:1][C:2]1[CH:9]=[CH:8][C:7]([N:10]2[CH:14]=[C:13]([C:15]3[CH2:16][C:17]([CH3:24])([CH3:23])[O:18][C:19]([CH3:22])([CH3:21])[CH:20]=3)[N:12]=[C:11]2[C:25]2[CH:30]=[CH:29][CH:28]=[CH:27][C:26]=2[O:31][CH3:32])=[CH:6][C:3]=1[C:4]#[N:5].C1([SiH3])C=CC=CC=1.[O-:40]S([O-])(=S)=O.[Na+].[Na+].